This data is from Forward reaction prediction with 1.9M reactions from USPTO patents (1976-2016). The task is: Predict the product of the given reaction. (1) Given the reactants [CH:1]1[CH:2]=[CH:3][C:4]2N(O)N=N[C:5]=2[CH:6]=1.CCN=C=NCCCN(C)C.C(O[C:27]([NH:29][CH2:30][C:31]1[CH:36]=[CH:35][CH:34]=[CH:33][C:32]=1C1C(C(O)=O)=CC=CC=1)=[O:28])(C)(C)C.[NH2:46][CH2:47][CH2:48][C:49]1[CH:50]=[N:51][CH:52]=[CH:53][CH:54]=1.FC(F)(F)[C:57](O)=[O:58].C(N(CC)CC)C.[CH3:69][O:70][C:71]1[CH:76]=[CH:75][C:74]([CH2:77]C(Cl)=O)=[CH:73][CH:72]=1, predict the reaction product. The product is: [N:51]1[CH:52]=[CH:53][CH:54]=[C:49]([CH2:48][CH2:47][NH:46][C:57]([C:4]2[C:5]([C:36]3[CH:35]=[CH:34][CH:33]=[CH:32][C:31]=3[CH2:30][NH:29][C:27](=[O:28])[CH2:77][C:74]3[CH:75]=[CH:76][C:71]([O:70][CH3:69])=[CH:72][CH:73]=3)=[CH:6][CH:1]=[CH:2][CH:3]=2)=[O:58])[CH:50]=1. (2) Given the reactants [OH:1][C:2]1[C:3]([CH3:36])=[C:4]([CH:29]=[CH:30][C:31]=1[C:32](=[O:35])[CH2:33][CH3:34])[O:5][CH2:6][C:7]1[CH:12]=[CH:11][C:10]([CH:13]([O:22][CH:23]2[CH2:28][CH2:27][CH2:26][CH2:25][O:24]2)[C:14]2[CH:15]=[C:16]([CH:19]=[CH:20][CH:21]=2)[C:17]#N)=[CH:9][CH:8]=1.[OH-:37].[K+].[OH2:39], predict the reaction product. The product is: [OH:1][C:2]1[C:3]([CH3:36])=[C:4]([CH:29]=[CH:30][C:31]=1[C:32](=[O:35])[CH2:33][CH3:34])[O:5][CH2:6][C:7]1[CH:12]=[CH:11][C:10]([CH:13]([O:22][CH:23]2[CH2:28][CH2:27][CH2:26][CH2:25][O:24]2)[C:14]2[CH:15]=[C:16]([CH:19]=[CH:20][CH:21]=2)[C:17]([OH:39])=[O:37])=[CH:9][CH:8]=1.